From a dataset of Forward reaction prediction with 1.9M reactions from USPTO patents (1976-2016). Predict the product of the given reaction. (1) The product is: [Br:1][C:2]1[CH:11]=[CH:10][C:5]([C:6]([O:8][CH3:9])=[O:7])=[C:4]([CH2:12][Br:25])[CH:3]=1. Given the reactants [Br:1][C:2]1[CH:11]=[CH:10][C:5]([C:6]([O:8][CH3:9])=[O:7])=[C:4]([CH3:12])[CH:3]=1.N(C(C)(C)C#N)=NC(C)(C)C#N.[Br:25]N1C(=O)CCC1=O, predict the reaction product. (2) Given the reactants [CH3:1][C:2]1[N:7]=[C:6]([N:8]2C(=O)C3C(=CC=CC=3)C2=O)[CH:5]=[C:4]([C:19]2[CH:20]=[N:21][C:22]([C:25]([F:28])([F:27])[F:26])=[N:23][CH:24]=2)[CH:3]=1.NN.O, predict the reaction product. The product is: [CH3:1][C:2]1[N:7]=[C:6]([NH2:8])[CH:5]=[C:4]([C:19]2[CH:24]=[N:23][C:22]([C:25]([F:28])([F:26])[F:27])=[N:21][CH:20]=2)[CH:3]=1. (3) The product is: [CH:15]1([O:21][C:2]2[CH:10]=[CH:9][C:8]([S:11]([CH3:14])(=[O:13])=[O:12])=[CH:7][C:3]=2[C:4]([OH:6])=[O:5])[CH2:20][CH2:19][CH2:18][CH2:17][CH2:16]1. Given the reactants Cl[C:2]1[CH:10]=[CH:9][C:8]([S:11]([CH3:14])(=[O:13])=[O:12])=[CH:7][C:3]=1[C:4]([OH:6])=[O:5].[CH:15]1([OH:21])[CH2:20][CH2:19][CH2:18][CH2:17][CH2:16]1, predict the reaction product. (4) Given the reactants Br[C:2]1[CH:11]=[CH:10][C:5]([C:6]([O:8][CH3:9])=[O:7])=[C:4]([CH3:12])[N:3]=1.[CH3:13][N:14]1[C:18](=[O:19])[CH:17]([CH3:20])[NH:16][C:15]1=[O:21], predict the reaction product. The product is: [CH3:13][N:14]1[C:18](=[O:19])[CH:17]([CH3:20])[N:16]([C:2]2[CH:11]=[CH:10][C:5]([C:6]([O:8][CH3:9])=[O:7])=[C:4]([CH3:12])[N:3]=2)[C:15]1=[O:21]. (5) Given the reactants [C:1]([CH2:10][N-:11][CH2:12][C:13]1[S:14][CH:15]=[C:16](Br)[CH:17]=1)(=O)[CH2:2][CH2:3][CH2:4][CH2:5][CH2:6][CH2:7]C.CC1(C)C(C)(C)OB([C:27]2[CH:32]=[CH:31][C:30]([CH:33]=[CH:34][C:35]([O:37][CH2:38][CH3:39])=[O:36])=[CH:29][CH:28]=2)O1.[OH2:41].[CH3:42]N(C)C=O, predict the reaction product. The product is: [CH3:42][N:11]([CH2:12][C:13]1[S:14][CH:15]=[C:16]([C:27]2[CH:32]=[CH:31][C:30]([CH:33]=[CH:34][C:35]([O:37][CH2:38][CH3:39])=[O:36])=[CH:29][CH:28]=2)[CH:17]=1)[C:10](=[O:41])[CH2:1][CH2:2][CH2:3][CH2:4][CH2:5][CH2:6][CH3:7]. (6) Given the reactants [OH-].[Na+].Cl.[SH:4][C:5]1[N:10]=[C:9]([CH3:11])[CH:8]=[CH:7][N:6]=1.[CH3:12]I, predict the reaction product. The product is: [CH3:11][C:9]1[CH:8]=[CH:7][N:6]=[C:5]([S:4][CH3:12])[N:10]=1. (7) Given the reactants C([O:5][C:6]([C:8]1[CH:13]=[CH:12][C:11]([C:14]2[C:15]([C:29]([O:31][CH2:32][CH3:33])=[O:30])=[N:16][N:17]([C:23]3[CH:28]=[CH:27][CH:26]=[CH:25][CH:24]=3)[C:18]=2[CH2:19][CH2:20][CH2:21][CH3:22])=[C:10]([C:34]([N:36]2[CH2:45][CH2:44][C:43]3[C:38](=[CH:39][CH:40]=[CH:41][CH:42]=3)[CH2:37]2)=[O:35])[CH:9]=1)=[O:7])(C)(C)C.C(O)(C(F)(F)F)=O, predict the reaction product. The product is: [CH2:19]([C:18]1[N:17]([C:23]2[CH:24]=[CH:25][CH:26]=[CH:27][CH:28]=2)[N:16]=[C:15]([C:29]([O:31][CH2:32][CH3:33])=[O:30])[C:14]=1[C:11]1[CH:12]=[CH:13][C:8]([C:6]([OH:7])=[O:5])=[CH:9][C:10]=1[C:34]([N:36]1[CH2:45][CH2:44][C:43]2[C:38](=[CH:39][CH:40]=[CH:41][CH:42]=2)[CH2:37]1)=[O:35])[CH2:20][CH2:21][CH3:22].